Dataset: Reaction yield outcomes from USPTO patents with 853,638 reactions. Task: Predict the reaction yield, written as a fraction of the theoretical maximum amount of product (1.0 means a 100% yield; for example, 0.34 means a 34% yield). The reactants are Br[C:2]1[CH:9]=[C:8]([F:10])[CH:7]=[CH:6][C:3]=1[C:4]#[N:5].[O:11]1[CH:15]=[CH:14][C:13](B(O)O)=[CH:12]1.C([O-])([O-])=O.[Na+].[Na+]. The catalyst is C1C=CC(/C=C/C(/C=C/C2C=CC=CC=2)=O)=CC=1.C1C=CC(/C=C/C(/C=C/C2C=CC=CC=2)=O)=CC=1.C1C=CC(/C=C/C(/C=C/C2C=CC=CC=2)=O)=CC=1.[Pd].[Pd].COCCOC. The product is [F:10][C:8]1[CH:7]=[CH:6][C:3]([C:4]#[N:5])=[C:2]([C:13]2[CH:14]=[CH:15][O:11][CH:12]=2)[CH:9]=1. The yield is 0.320.